This data is from Catalyst prediction with 721,799 reactions and 888 catalyst types from USPTO. The task is: Predict which catalyst facilitates the given reaction. (1) Reactant: [CH2:1]([O:8][C:9]1[C:10](=[O:15])[NH:11][CH:12]=[CH:13][CH:14]=1)[C:2]1[CH:7]=[CH:6][CH:5]=[CH:4][CH:3]=1.C([O-])([O-])=O.[K+].[K+].I[CH:23]([OH:26])[CH2:24][CH3:25]. Product: [CH2:1]([O:8][C:9]1[C:10](=[O:15])[N:11]([CH2:25][CH2:24][CH2:23][OH:26])[CH:12]=[CH:13][CH:14]=1)[C:2]1[CH:3]=[CH:4][CH:5]=[CH:6][CH:7]=1. The catalyst class is: 10. (2) Reactant: CN(C=O)C.C(Cl)(=O)C(Cl)=O.[C:12]([O:16][C:17]([N:19]1[CH2:24][CH2:23][CH2:22][C@@H:21]([C:25]([OH:27])=O)[CH2:20]1)=[O:18])([CH3:15])([CH3:14])[CH3:13].[NH2:28][C:29]1[CH:34]=[CH:33][C:32]([C:35]([F:38])([F:37])[F:36])=[CH:31][N:30]=1.[Cl-].[Na+]. Product: [F:38][C:35]([F:36])([F:37])[C:32]1[CH:33]=[CH:34][C:29]([NH:28][C:25]([C@@H:21]2[CH2:22][CH2:23][CH2:24][N:19]([C:17]([O:16][C:12]([CH3:13])([CH3:14])[CH3:15])=[O:18])[CH2:20]2)=[O:27])=[N:30][CH:31]=1. The catalyst class is: 859. (3) Reactant: [OH:1][CH:2]([C:6]1[CH:7]=[C:8]([CH:13]=[CH:14][C:15]=1[CH3:16])[C:9]([O:11][CH3:12])=[O:10])[CH2:3][CH:4]=[CH2:5].[CH2:17]([Zn]CC)C.ICI. Product: [CH:4]1([CH2:3][CH:2]([C:6]2[CH:7]=[C:8]([CH:13]=[CH:14][C:15]=2[CH3:16])[C:9]([O:11][CH3:12])=[O:10])[OH:1])[CH2:17][CH2:5]1. The catalyst class is: 11. (4) Reactant: [CH3:1][S:2]([NH:5][CH2:6][C:7]1[CH:12]=[CH:11][C:10]([CH:13]([CH3:19])[C:14]([O:16]CC)=[O:15])=[CH:9][CH:8]=1)(=[O:4])=[O:3].[OH-].[Na+]. Product: [CH3:1][S:2]([NH:5][CH2:6][C:7]1[CH:12]=[CH:11][C:10]([CH:13]([CH3:19])[C:14]([OH:16])=[O:15])=[CH:9][CH:8]=1)(=[O:4])=[O:3]. The catalyst class is: 30.